Dataset: Full USPTO retrosynthesis dataset with 1.9M reactions from patents (1976-2016). Task: Predict the reactants needed to synthesize the given product. (1) Given the product [CH2:4]([C:3]([C:21]1[CH:35]=[CH:34][C:24]([O:25][CH2:26][C@H:27]([OH:41])[CH2:28][CH2:29][CH2:30][C:31]([OH:32])=[O:33])=[C:23]([CH3:36])[CH:22]=1)([C:6]1[CH:11]=[CH:10][C:9](/[CH:12]=[CH:13]/[C:14]([CH2:18][CH3:19])([OH:17])[CH2:15][CH3:16])=[C:8]([CH3:20])[CH:7]=1)[CH2:1][CH3:2])[CH3:5], predict the reactants needed to synthesize it. The reactants are: [CH2:1]([C:3]([C:21]1[CH:35]=[CH:34][C:24]([O:25][CH2:26][C@@H:27]2[O:32][C:31](=[O:33])[CH2:30][CH2:29][CH2:28]2)=[C:23]([CH3:36])[CH:22]=1)([C:6]1[CH:11]=[CH:10][C:9](/[CH:12]=[CH:13]/[C:14]([CH2:18][CH3:19])([OH:17])[CH2:15][CH3:16])=[C:8]([CH3:20])[CH:7]=1)[CH2:4][CH3:5])[CH3:2].[OH-].[K+].C(OCC)(=[O:41])C. (2) Given the product [Cl:1][C:2]1[N:7]=[C:6]([N:11]([CH3:12])[CH3:10])[CH:5]=[C:4]([CH3:9])[N:3]=1, predict the reactants needed to synthesize it. The reactants are: [Cl:1][C:2]1[N:7]=[C:6](Cl)[CH:5]=[C:4]([CH3:9])[N:3]=1.[CH3:10][NH:11][CH3:12].